This data is from Reaction yield outcomes from USPTO patents with 853,638 reactions. The task is: Predict the reaction yield, written as a fraction of the theoretical maximum amount of product (1.0 means a 100% yield; for example, 0.34 means a 34% yield). (1) The reactants are Cl.Cl.[NH2:3][CH2:4][C@@:5]1([OH:13])[CH:10]2[CH2:11][CH2:12][N:7]([CH2:8][CH2:9]2)[CH2:6]1.C([O-])([O-])=O.[Cs+].[Cs+].[Br:20][C:21]1[CH:30]=[CH:29][CH:28]=[C:27]2[C:22]=1[CH:23]=[C:24]([N:31]=[C:32]=S)[N:25]=[CH:26]2.C(N=C=NC(C)C)(C)C. The catalyst is CN(C)C=O. The product is [Br:20][C:21]1[CH:30]=[CH:29][CH:28]=[C:27]2[C:22]=1[CH:23]=[C:24]([NH:31][C:32]1[O:13][C@:5]3([CH2:4][N:3]=1)[CH:10]1[CH2:9][CH2:8][N:7]([CH2:12][CH2:11]1)[CH2:6]3)[N:25]=[CH:26]2. The yield is 0.700. (2) The reactants are C([O:8][C:9]1[C:14](=[O:15])[C:13]([CH:16]([OH:21])[C:17]([F:20])([F:19])[F:18])=[CH:12][NH:11][C:10]=1[CH3:22])C1C=CC=CC=1.[H][H]. The catalyst is CO.[Pd]. The product is [OH:8][C:9]1[C:14](=[O:15])[C:13]([CH:16]([OH:21])[C:17]([F:20])([F:18])[F:19])=[CH:12][NH:11][C:10]=1[CH3:22]. The yield is 0.842.